From a dataset of Forward reaction prediction with 1.9M reactions from USPTO patents (1976-2016). Predict the product of the given reaction. (1) Given the reactants C([C:6]1[CH:7]=[C:8]([CH:14]=[CH:15][C:16]=1[O:17][CH3:18])[CH:9]=[CH:10][C:11]([OH:13])=O)(=O)CCC.CN(C=[O:23])C.[C:24](Cl)(=[O:28])[C:25](Cl)=O.[NH2:30][C:31]1[S:32][CH:33]=[C:34]([C:36]2[CH:41]=[CH:40][C:39]([Cl:42])=[CH:38][CH:37]=2)[N:35]=1.O1CCO[CH2:45][CH2:44]1, predict the reaction product. The product is: [Cl:42][C:39]1[CH:38]=[CH:37][C:36]([C:34]2[N:35]=[C:31]([NH:30][C:11]([CH:10]=[CH:9][C:8]3[CH:14]=[CH:15][C:16]([O:17][CH3:18])=[C:6]([O:23][C:24](=[O:28])[CH2:25][CH2:44][CH3:45])[CH:7]=3)=[O:13])[S:32][CH:33]=2)=[CH:41][CH:40]=1. (2) Given the reactants [F:1][C:2]1[CH:7]=[CH:6][C:5]([N+:8]([O-])=O)=[CH:4][C:3]=1[N:11]([C:19]([O:21][C:22]([CH3:25])([CH3:24])[CH3:23])=[O:20])[C:12]([O:14][C:15]([CH3:18])([CH3:17])[CH3:16])=[O:13], predict the reaction product. The product is: [NH2:8][C:5]1[CH:6]=[CH:7][C:2]([F:1])=[C:3]([N:11]([C:19]([O:21][C:22]([CH3:25])([CH3:24])[CH3:23])=[O:20])[C:12]([O:14][C:15]([CH3:17])([CH3:18])[CH3:16])=[O:13])[CH:4]=1. (3) Given the reactants [Cl:1][C:2]1[CH:7]=[CH:6][C:5]([S:8](Cl)(=[O:10])=[O:9])=[CH:4][C:3]=1[N+:12]([O-:14])=[O:13].Cl.[CH3:16][NH2:17], predict the reaction product. The product is: [Cl:1][C:2]1[CH:7]=[CH:6][C:5]([S:8]([NH:17][CH3:16])(=[O:10])=[O:9])=[CH:4][C:3]=1[N+:12]([O-:14])=[O:13]. (4) Given the reactants [F:1][CH:2]([CH2:6][C:7]1[CH:12]=[CH:11][C:10]([O:13][CH2:14][C:15]#[CH:16])=[C:9]([O:17][CH3:18])[CH:8]=1)[C:3](Cl)=[O:4].Cl.[Br:20][C:21]1[CH:28]=[CH:27][C:24]([CH2:25][NH2:26])=[CH:23][CH:22]=1.C(N(CC)CC)C.CN(C1C=CC=CN=1)C, predict the reaction product. The product is: [Br:20][C:21]1[CH:28]=[CH:27][C:24]([CH2:25][NH:26][C:3](=[O:4])[CH:2]([F:1])[CH2:6][C:7]2[CH:12]=[CH:11][C:10]([O:13][CH2:14][C:15]#[CH:16])=[C:9]([O:17][CH3:18])[CH:8]=2)=[CH:23][CH:22]=1. (5) The product is: [OH:2][C:3]1[CH:4]=[C:5]([C:13]2[CH:18]=[CH:17][CH:16]=[C:15]([C:19]([F:20])([F:21])[F:22])[CH:14]=2)[CH:6]=[C:7]([CH3:12])[C:8]=1[C:9]([OH:11])=[O:10]. Given the reactants C[O:2][C:3]1[CH:4]=[C:5]([C:13]2[CH:18]=[CH:17][CH:16]=[C:15]([C:19]([F:22])([F:21])[F:20])[CH:14]=2)[CH:6]=[C:7]([CH3:12])[C:8]=1[C:9]([OH:11])=[O:10].B(Br)(Br)Br, predict the reaction product. (6) The product is: [CH:4]([C:3]1[C:2]([CH3:1])=[C:9]([CH:8]=[CH:7][CH:6]=1)[O:10][C:12]1[CH:19]=[CH:18][C:15]([C:16]#[N:17])=[CH:14][N:13]=1)=[O:5]. Given the reactants [CH3:1][C:2]1[C:9]([OH:10])=[CH:8][CH:7]=[CH:6][C:3]=1[CH:4]=[O:5].Cl[C:12]1[CH:19]=[CH:18][C:15]([C:16]#[N:17])=[CH:14][N:13]=1.C([O-])([O-])=O.[K+].[K+], predict the reaction product. (7) Given the reactants C([NH:4][C:5]1[CH:10]=[C:9]([C:11]2[CH:16]=[CH:15][C:14]([Cl:17])=[C:13]([O:18][CH3:19])[C:12]=2[F:20])[N:8]=[C:7]([C:21]([O:23][CH3:24])=[O:22])[C:6]=1[O:25][CH3:26])(=O)C.C(Cl)(=O)C, predict the reaction product. The product is: [NH2:4][C:5]1[CH:10]=[C:9]([C:11]2[CH:16]=[CH:15][C:14]([Cl:17])=[C:13]([O:18][CH3:19])[C:12]=2[F:20])[N:8]=[C:7]([C:21]([O:23][CH3:24])=[O:22])[C:6]=1[O:25][CH3:26]. (8) Given the reactants [F:1][C:2]([F:36])([F:35])[C:3]1[CH:4]=[N:5][N:6]([C:8]2[CH:13]=[CH:12][C:11]([NH:14][CH:15]([C:19]3[CH:34]=[CH:33][C:22]([C:23]([NH:25][CH:26]=[CH:27][C:28]([O:30]CC)=[O:29])=[O:24])=[CH:21][CH:20]=3)[CH2:16][CH2:17][CH3:18])=[CH:10][CH:9]=2)[CH:7]=1.O1CCCC1.[OH-].[Li+], predict the reaction product. The product is: [F:35][C:2]([F:1])([F:36])[C:3]1[CH:4]=[N:5][N:6]([C:8]2[CH:13]=[CH:12][C:11]([NH:14][CH:15]([C:19]3[CH:20]=[CH:21][C:22]([C:23]([NH:25][CH2:26][CH2:27][C:28]([OH:30])=[O:29])=[O:24])=[CH:33][CH:34]=3)[CH2:16][CH2:17][CH3:18])=[CH:10][CH:9]=2)[CH:7]=1. (9) Given the reactants [CH2:1]([C@H:4]1[CH2:9][CH2:8][C@H:7]([CH:10]2[CH2:15][CH2:14][CH:13]([OH:16])[CH:12]=[CH:11]2)[CH2:6][CH2:5]1)[CH2:2][CH3:3].[H-].[Na+].[I-].[K+].[CH2:21]([C@H:26]1[CH2:31][CH2:30][C@H:29]([CH2:32]Br)[CH2:28][CH2:27]1)[CH2:22][CH2:23][CH2:24][CH3:25], predict the reaction product. The product is: [CH2:1]([C@H:4]1[CH2:5][CH2:6][C@H:7]([CH:10]2[CH:15]=[CH:14][CH:13]([O:16][CH2:32][C@H:29]3[CH2:30][CH2:31][C@H:26]([CH2:21][CH2:22][CH2:23][CH2:24][CH3:25])[CH2:27][CH2:28]3)[CH2:12][CH2:11]2)[CH2:8][CH2:9]1)[CH2:2][CH3:3]. (10) Given the reactants [OH-].[Na+].[CH3:3][CH:4]([CH2:9][CH2:10][S:11][C:12]1[N:13]([C:22]2[CH:27]=[CH:26][C:25]([O:28][CH2:29][C:30]([F:33])([F:32])[F:31])=[CH:24][CH:23]=2)[C:14](=[O:21])[C:15]2[NH:20][CH:19]=[CH:18][C:16]=2[N:17]=1)[C:5]([O:7]C)=[O:6].O1CCCC1, predict the reaction product. The product is: [CH3:3][CH:4]([CH2:9][CH2:10][S:11][C:12]1[N:13]([C:22]2[CH:27]=[CH:26][C:25]([O:28][CH2:29][C:30]([F:33])([F:31])[F:32])=[CH:24][CH:23]=2)[C:14](=[O:21])[C:15]2[NH:20][CH:19]=[CH:18][C:16]=2[N:17]=1)[C:5]([OH:7])=[O:6].